From a dataset of Forward reaction prediction with 1.9M reactions from USPTO patents (1976-2016). Predict the product of the given reaction. (1) Given the reactants [F:1][C:2]1[CH:7]=[C:6](SC)[CH:5]=[CH:4][C:3]=1[C:10]1[CH:15]=[N:14][C:13]([O:16][CH2:17][CH:18]2[CH2:23][CH2:22][N:21]([C:24]3[O:28][N:27]=[C:26]([CH:29]([CH3:31])[CH3:30])[N:25]=3)[CH2:20][CH2:19]2)=[CH:12][N:11]=1.O[O:33][S:34]([O-:36])=O.[K+].[CH3:38]C(C)=O, predict the reaction product. The product is: [F:1][C:2]1[CH:7]=[C:6]([S:34]([CH3:38])(=[O:36])=[O:33])[CH:5]=[CH:4][C:3]=1[C:10]1[CH:15]=[N:14][C:13]([O:16][CH2:17][CH:18]2[CH2:23][CH2:22][N:21]([C:24]3[O:28][N:27]=[C:26]([CH:29]([CH3:30])[CH3:31])[N:25]=3)[CH2:20][CH2:19]2)=[CH:12][N:11]=1. (2) Given the reactants C[O:2][C:3]([C@H:5]1[CH2:13][C:12]2[C:7](=[CH:8][CH:9]=[CH:10][CH:11]=2)[N:6]1[S:14]([C:17]1[CH:22]=[CH:21][C:20]([O:23][CH2:24][CH2:25][CH2:26][O:27][C:28]2[CH:33]=[CH:32][C:31]([O:34][C:35]3[CH:40]=[CH:39][CH:38]=[CH:37][CH:36]=3)=[CH:30][C:29]=2[CH2:41][CH2:42][CH3:43])=[CH:19][CH:18]=1)(=[O:16])=[O:15])=[O:4].[OH-].[Na+].O1CCCC1, predict the reaction product. The product is: [O:34]([C:31]1[CH:32]=[CH:33][C:28]([O:27][CH2:26][CH2:25][CH2:24][O:23][C:20]2[CH:21]=[CH:22][C:17]([S:14]([N:6]3[C:7]4[C:12](=[CH:11][CH:10]=[CH:9][CH:8]=4)[CH2:13][C@@H:5]3[C:3]([OH:4])=[O:2])(=[O:16])=[O:15])=[CH:18][CH:19]=2)=[C:29]([CH2:41][CH2:42][CH3:43])[CH:30]=1)[C:35]1[CH:40]=[CH:39][CH:38]=[CH:37][CH:36]=1.